The task is: Predict the product of the given reaction.. This data is from Forward reaction prediction with 1.9M reactions from USPTO patents (1976-2016). (1) Given the reactants [CH:1]([N:4]1[C:9](=[O:10])[CH:8]=[CH:7][C:6]([C:11]2[S:15][C:14]([C:16](OCC)=[O:17])=[N:13][C:12]=2[C:21]2[CH:26]=[CH:25][CH:24]=[CH:23][CH:22]=2)=[N:5]1)([CH3:3])[CH3:2].[N:27]1[CH:32]=[CH:31][CH:30]=[C:29]([CH2:33][NH2:34])[CH:28]=1, predict the reaction product. The product is: [CH:1]([N:4]1[C:9](=[O:10])[CH:8]=[CH:7][C:6]([C:11]2[S:15][C:14]([C:16]([NH:34][CH2:33][C:29]3[CH:28]=[N:27][CH:32]=[CH:31][CH:30]=3)=[O:17])=[N:13][C:12]=2[C:21]2[CH:22]=[CH:23][CH:24]=[CH:25][CH:26]=2)=[N:5]1)([CH3:3])[CH3:2]. (2) Given the reactants C(OC([NH:8][CH:9]1[CH2:13][CH2:12][N:11]([S:14]([C:17]2[C:18]3[C:19]([Br:29])=[CH:20][N:21]=[C:22]([O:27]C)[C:23]=3[CH:24]=[CH:25][CH:26]=2)(=[O:16])=[O:15])[CH2:10]1)=O)(C)(C)C.[ClH:30].CO, predict the reaction product. The product is: [NH2:8][CH:9]1[CH2:13][CH2:12][N:11]([S:14]([C:17]2[C:18]3[C:19]([Br:29])=[CH:20][N:21]=[C:22]([OH:27])[C:23]=3[CH:24]=[CH:25][CH:26]=2)(=[O:15])=[O:16])[CH2:10]1.[ClH:30]. (3) The product is: [F:9][C:5]1[C:6]([CH3:8])=[N:7][C:2]([NH:14][C:13]2[CH:15]=[C:16]([C:18]3[S:22][CH:21]=[N:20][CH:19]=3)[CH:17]=[C:11]([CH3:10])[CH:12]=2)=[N:3][CH:4]=1. Given the reactants Cl[C:2]1[N:7]=[C:6]([CH3:8])[C:5]([F:9])=[CH:4][N:3]=1.[CH3:10][C:11]1[CH:12]=[C:13]([CH:15]=[C:16]([C:18]2[S:22][CH:21]=[N:20][CH:19]=2)[CH:17]=1)[NH2:14].CC1(C)C2C(=C(P(C3C=CC=CC=3)C3C=CC=CC=3)C=CC=2)OC2C(P(C3C=CC=CC=3)C3C=CC=CC=3)=CC=CC1=2.C(=O)([O-])[O-].[Cs+].[Cs+], predict the reaction product. (4) Given the reactants [OH:1][CH2:2][C:3]1[CH:10]=[CH:9][C:6]([C:7]#[N:8])=[CH:5][CH:4]=1.Cl.[OH:12][NH2:13].C(=O)(O)[O-].[Na+], predict the reaction product. The product is: [OH:12][NH:13][C:7](=[NH:8])[C:6]1[CH:9]=[CH:10][C:3]([CH2:2][OH:1])=[CH:4][CH:5]=1. (5) Given the reactants [Br-].[C:2]([C:4]1[CH:9]=[CH:8][CH:7]=[CH:6][C:5]=1[Zn+])#[N:3].[Cu](C#N)C#N.[Br-].[Li+].[Br:18][C:19]1[CH:20]=[C:21]([CH:25]=[CH:26][C:27]=1[F:28])[C:22](Cl)=[O:23], predict the reaction product. The product is: [Br:18][C:19]1[CH:20]=[C:21]([CH:25]=[CH:26][C:27]=1[F:28])[C:22]([C:5]1[CH:6]=[CH:7][CH:8]=[CH:9][C:4]=1[C:2]#[N:3])=[O:23]. (6) Given the reactants [H-].[Na+].[Cl-].[CH3:4][O:5][CH2:6][P+](C1C=CC=CC=1)(C1C=CC=CC=1)C1C=CC=CC=1.[CH:26]([N:39]1[CH2:42][C:41](=O)[CH2:40]1)([C:33]1[CH:38]=[CH:37][CH:36]=[CH:35][CH:34]=1)[C:27]1[CH:32]=[CH:31][CH:30]=[CH:29][CH:28]=1, predict the reaction product. The product is: [CH:26]([N:39]1[CH2:42][C:41](=[CH:4][O:5][CH3:6])[CH2:40]1)([C:33]1[CH:38]=[CH:37][CH:36]=[CH:35][CH:34]=1)[C:27]1[CH:32]=[CH:31][CH:30]=[CH:29][CH:28]=1.